Dataset: Reaction yield outcomes from USPTO patents with 853,638 reactions. Task: Predict the reaction yield, written as a fraction of the theoretical maximum amount of product (1.0 means a 100% yield; for example, 0.34 means a 34% yield). The reactants are [F:1][C:2]1[CH:7]=[CH:6][C:5]([F:8])=[CH:4][C:3]=1[C@H:9]1[CH2:13][CH2:12][CH2:11][N:10]1[C:14]1[CH:19]=[CH:18][N:17]2[N:20]=[CH:21][C:22]([NH2:23])=[C:16]2[N:15]=1.[N:24]1[CH:29]=[CH:28][CH:27]=[N:26][C:25]=1[C:30](O)=[O:31].CN(C(ON1N=NC2C=CC=NC1=2)=[N+](C)C)C.F[P-](F)(F)(F)(F)F.CCN(C(C)C)C(C)C. The catalyst is CS(C)=O.CCOC(C)=O.CN(C=O)C. The product is [F:1][C:2]1[CH:7]=[CH:6][C:5]([F:8])=[CH:4][C:3]=1[C@H:9]1[CH2:13][CH2:12][CH2:11][N:10]1[C:14]1[CH:19]=[CH:18][N:17]2[N:20]=[CH:21][C:22]([NH:23][C:30]([C:25]3[N:26]=[CH:27][CH:28]=[CH:29][N:24]=3)=[O:31])=[C:16]2[N:15]=1. The yield is 0.0900.